From a dataset of Aqueous solubility values for 9,982 compounds from the AqSolDB database. Regression/Classification. Given a drug SMILES string, predict its absorption, distribution, metabolism, or excretion properties. Task type varies by dataset: regression for continuous measurements (e.g., permeability, clearance, half-life) or binary classification for categorical outcomes (e.g., BBB penetration, CYP inhibition). For this dataset (solubility_aqsoldb), we predict Y. (1) The compound is COc1cc(OC)cc(C(=O)N(O)c2ccccc2)c1. The Y is -3.10 log mol/L. (2) The drug is Nc1ncnc2c1ncn2C1OC(COP(=O)(O)O)C(O)C1O. The Y is -2.00 log mol/L. (3) The Y is -7.68 log mol/L. The drug is Clc1ccc(Cl)c(-c2cc(Cl)c(Cl)c(Cl)c2Cl)c1. (4) The drug is COc1cc(NC(=O)C2=Cc3ccccc3/C(=N/Nc3cc(C(=O)Nc4ccccc4)ccc3OC)C2=O)c(OC)cc1Cl. The Y is -7.85 log mol/L.